Task: Predict the product of the given reaction.. Dataset: Forward reaction prediction with 1.9M reactions from USPTO patents (1976-2016) (1) Given the reactants Br[C:2]1[CH:3]=[C:4]([CH2:10][NH:11][C:12]([C:14]2[CH:19]=[C:18]([CH3:20])[CH:17]=[C:16]([C:21]([NH:23][CH2:24][C:25]3[C:26]([NH:38][CH:39]4[CH2:44][CH2:43][O:42][CH2:41][CH2:40]4)=[C:27]4[CH:35]=[N:34][N:33]([CH2:36][CH3:37])[C:28]4=[N:29][C:30]=3[CH2:31][CH3:32])=[O:22])[CH:15]=2)=[O:13])[CH:5]=[CH:6][C:7]=1[O:8][CH3:9].[CH:45]([C:47]1[CH:48]=[C:49](B(O)O)[CH:50]=[CH:51][CH:52]=1)=[O:46].C(=O)([O-])[O-].[K+].[K+], predict the reaction product. The product is: [CH2:36]([N:33]1[C:28]2=[N:29][C:30]([CH2:31][CH3:32])=[C:25]([CH2:24][NH:23][C:21]([C:16]3[CH:17]=[C:18]([CH3:20])[CH:19]=[C:14]([C:12]([NH:11][CH2:10][C:4]4[CH:3]=[C:2]([C:51]5[CH:50]=[CH:49][CH:48]=[C:47]([CH:45]=[O:46])[CH:52]=5)[C:7]([O:8][CH3:9])=[CH:6][CH:5]=4)=[O:13])[CH:15]=3)=[O:22])[C:26]([NH:38][CH:39]3[CH2:44][CH2:43][O:42][CH2:41][CH2:40]3)=[C:27]2[CH:35]=[N:34]1)[CH3:37]. (2) Given the reactants [CH2:1]([O:3][C:4]1[CH:25]=[CH:24][CH:23]=[CH:22][C:5]=1[O:6][C@@H:7]1[CH2:12][CH2:11][CH2:10][N:9]([C:13]2[N:18]=[CH:17][C:16]([C:19](O)=[O:20])=[CH:15][N:14]=2)[CH2:8]1)[CH3:2].CN(C(ON1N=NC2C=CC=NC1=2)=[N+](C)C)C.F[P-](F)(F)(F)(F)F.C(N(CC)C(C)C)(C)C.Cl.[NH2:60][CH2:61][C:62]1[CH:63]=[C:64]([CH:69]=[C:70]([O:72][CH3:73])[CH:71]=1)[C:65]([O:67][CH3:68])=[O:66], predict the reaction product. The product is: [CH2:1]([O:3][C:4]1[CH:25]=[CH:24][CH:23]=[CH:22][C:5]=1[O:6][C@@H:7]1[CH2:12][CH2:11][CH2:10][N:9]([C:13]2[N:18]=[CH:17][C:16]([C:19]([NH:60][CH2:61][C:62]3[CH:63]=[C:64]([CH:69]=[C:70]([O:72][CH3:73])[CH:71]=3)[C:65]([O:67][CH3:68])=[O:66])=[O:20])=[CH:15][N:14]=2)[CH2:8]1)[CH3:2]. (3) Given the reactants Cl[S:2]([N:5]=[C:6]=[O:7])(=[O:4])=[O:3].[Cl:8][CH2:9][CH2:10][OH:11].[CH2:12]([C:20]1[CH:26]=[CH:25][C:23]([NH2:24])=[CH:22][CH:21]=1)[CH2:13][CH2:14][CH2:15][CH2:16][CH2:17][CH2:18][CH3:19].C(N(CC)CC)C.S(Cl)(=O)(=O)N, predict the reaction product. The product is: [CH2:12]([C:20]1[CH:21]=[CH:22][C:23]([NH:24][S:2]([NH:5][C:6](=[O:7])[O:11][CH2:10][CH2:9][Cl:8])(=[O:4])=[O:3])=[CH:25][CH:26]=1)[CH2:13][CH2:14][CH2:15][CH2:16][CH2:17][CH2:18][CH3:19]. (4) Given the reactants [Cl:1][C:2]1[CH:3]=[C:4]([CH2:8][C:9]([CH3:29])([CH3:28])[CH2:10][C:11]([CH:17]=[N:18][C:19]2[CH:27]=[CH:26][CH:25]=[C:24]3[C:20]=2[CH:21]=[N:22][NH:23]3)([OH:16])[C:12]([F:15])([F:14])[F:13])[CH:5]=[CH:6][CH:7]=1.B(Br)(Br)Br.C(=O)(O)[O-].[Na+], predict the reaction product. The product is: [Cl:1][C:2]1[CH:7]=[CH:6][C:5]2[CH:17]([NH:18][C:19]3[CH:27]=[CH:26][CH:25]=[C:24]4[C:20]=3[CH:21]=[N:22][NH:23]4)[C:11]([C:12]([F:15])([F:13])[F:14])([OH:16])[CH2:10][C:9]([CH3:29])([CH3:28])[CH2:8][C:4]=2[CH:3]=1. (5) Given the reactants [OH:1][CH2:2][CH2:3][CH2:4][CH2:5][NH:6][S:7]([C:10]1[CH:15]=[CH:14][C:13](Br)=[CH:12][C:11]=1[Cl:17])(=[O:9])=[O:8].[F:18][C:19]1[CH:24]=[C:23]([F:25])[CH:22]=[CH:21][C:20]=1B(O)O, predict the reaction product. The product is: [OH:1][CH2:2][CH2:3][CH2:4][CH2:5][NH:6][S:7]([C:10]1[CH:15]=[CH:14][C:13]([C:22]2[CH:21]=[CH:20][C:19]([F:18])=[CH:24][C:23]=2[F:25])=[CH:12][C:11]=1[Cl:17])(=[O:9])=[O:8]. (6) Given the reactants [OH:1][C:2]1[C:11]2[C:6](=[CH:7][CH:8]=[CH:9][CH:10]=2)[CH:5]=[CH:4][C:3]=1[C:12]([OH:14])=[O:13].[Br:15]Br, predict the reaction product. The product is: [Br:15][C:5]1[C:6]2[C:11](=[CH:10][CH:9]=[CH:8][CH:7]=2)[C:2]([OH:1])=[C:3]([C:12]([OH:14])=[O:13])[CH:4]=1.